This data is from Forward reaction prediction with 1.9M reactions from USPTO patents (1976-2016). The task is: Predict the product of the given reaction. (1) Given the reactants [CH3:1][C:2]1[CH:7]=[C:6]([CH3:8])[NH:5][C:4](=[O:9])[C:3]=1[CH2:10][NH:11][C:12]([C:14]1[C:15]([CH3:41])=[C:16]([N:24]([CH2:39][CH3:40])[CH:25]2[CH2:30][CH2:29][CH:28]([NH:31]C(=O)OC(C)(C)C)[CH2:27][CH2:26]2)[CH:17]=[C:18]([O:20][CH2:21][CH2:22][OH:23])[CH:19]=1)=[O:13].C(O)(C(F)(F)F)=O, predict the reaction product. The product is: [NH2:31][CH:28]1[CH2:27][CH2:26][CH:25]([N:24]([CH2:39][CH3:40])[C:16]2[C:15]([CH3:41])=[C:14]([CH:19]=[C:18]([O:20][CH2:21][CH2:22][OH:23])[CH:17]=2)[C:12]([NH:11][CH2:10][C:3]2[C:4](=[O:9])[NH:5][C:6]([CH3:8])=[CH:7][C:2]=2[CH3:1])=[O:13])[CH2:30][CH2:29]1. (2) Given the reactants C([N:8]1[CH2:13][CH:12]=[C:11]([C:14]2[CH:15]=[C:16]([N:20]3[CH:24]([C:25]4[CH:30]=[CH:29][C:28]([F:31])=[CH:27][C:26]=4[F:32])[CH2:23][C:22]([C:33]([F:39])([F:38])[C:34]([F:37])([F:36])[F:35])=[N:21]3)[CH:17]=[CH:18][CH:19]=2)[CH2:10][CH2:9]1)(OC(C)(C)C)=O.[ClH:40], predict the reaction product. The product is: [ClH:40].[F:32][C:26]1[CH:27]=[C:28]([F:31])[CH:29]=[CH:30][C:25]=1[CH:24]1[N:20]([C:16]2[CH:17]=[CH:18][CH:19]=[C:14]([C:11]3[CH2:12][CH2:13][NH:8][CH2:9][CH:10]=3)[CH:15]=2)[N:21]=[C:22]([C:33]([F:38])([F:39])[C:34]([F:37])([F:36])[F:35])[CH2:23]1.